This data is from Forward reaction prediction with 1.9M reactions from USPTO patents (1976-2016). The task is: Predict the product of the given reaction. Given the reactants C(O)C.C(=O)(O)O.[NH2:8][C:9]([NH2:11])=[NH:10].[C:12](OCC)(=[O:17])[CH2:13][C:14]([CH3:16])=O, predict the reaction product. The product is: [CH3:16][C:14]1[NH:8][C:9]([NH2:11])=[N:10][C:12](=[O:17])[CH:13]=1.